From a dataset of Catalyst prediction with 721,799 reactions and 888 catalyst types from USPTO. Predict which catalyst facilitates the given reaction. (1) Reactant: [CH3:1][C:2]1[CH:7]=[CH:6][C:5]([C:8]2[CH:13]=[C:12]([C:14]([N:16]3[CH2:21][CH2:20][N:19]4[CH2:22][CH2:23][CH2:24][CH:18]4[CH2:17]3)=[O:15])[CH:11]=[C:10]([C:25]([OH:27])=O)[CH:9]=2)=[CH:4][CH:3]=1.[CH3:28][C:29]1[N:34]=[CH:33][C:32]([C@H:35]([NH2:37])[CH3:36])=[CH:31][N:30]=1.F[P-](F)(F)(F)(F)F.C[N+](C)=C(N(C)C)ON1C2N=CC=CC=2N=N1.C(N(CC)C(C)C)(C)C. Product: [CH3:1][C:2]1[CH:7]=[CH:6][C:5]([C:8]2[CH:13]=[C:12]([C:14]([N:16]3[CH2:21][CH2:20][N:19]4[CH2:22][CH2:23][CH2:24][CH:18]4[CH2:17]3)=[O:15])[CH:11]=[C:10]([C:25]([NH:37][C@@H:35]([C:32]3[CH:31]=[N:30][C:29]([CH3:28])=[N:34][CH:33]=3)[CH3:36])=[O:27])[CH:9]=2)=[CH:4][CH:3]=1. The catalyst class is: 9. (2) Reactant: [CH2:1]([N:8]1[C:12]2=[N:13][C:14]([C:26]([O:28]CC)=[O:27])=[C:15]([O:18][CH2:19][C:20]3[CH:25]=[CH:24][CH:23]=[CH:22][CH:21]=3)[C:16](=[O:17])[N:11]2[CH2:10][CH2:9]1)[C:2]1[CH:7]=[CH:6][CH:5]=[CH:4][CH:3]=1. Product: [CH2:1]([N:8]1[C:12]2=[N:13][C:14]([C:26]([OH:28])=[O:27])=[C:15]([O:18][CH2:19][C:20]3[CH:21]=[CH:22][CH:23]=[CH:24][CH:25]=3)[C:16](=[O:17])[N:11]2[CH2:10][CH2:9]1)[C:2]1[CH:7]=[CH:6][CH:5]=[CH:4][CH:3]=1. The catalyst class is: 13. (3) Product: [Cl:21][C:18]1[CH:19]=[CH:20][C:15]([CH2:14][S:11]([C:4]2[C:5](=[O:10])[N:6]([CH2:8][CH3:9])[CH:7]=[C:2]([C:22]3[CH:27]=[CH:26][CH:25]=[CH:24][CH:23]=3)[N:3]=2)(=[O:13])=[O:12])=[CH:16][CH:17]=1. The catalyst class is: 11. Reactant: Br[C:2]1[N:3]=[C:4]([S:11]([CH2:14][C:15]2[CH:20]=[CH:19][C:18]([Cl:21])=[CH:17][CH:16]=2)(=[O:13])=[O:12])[C:5](=[O:10])[N:6]([CH2:8][CH3:9])[CH:7]=1.[C:22]1(B(O)O)[CH:27]=[CH:26][CH:25]=[CH:24][CH:23]=1.C(=O)([O-])[O-].[Cs+].[Cs+].O. (4) Reactant: Cl[C:2](OC(Cl)(Cl)Cl)=[O:3].[CH2:9]([NH:16][C:17]1[N:25]=[CH:24][CH:23]=[CH:22][C:18]=1[C:19]([OH:21])=[O:20])[C:10]1[CH:15]=[CH:14][CH:13]=[CH:12][CH:11]=1. Product: [CH2:9]([N:16]1[C:17]2[N:25]=[CH:24][CH:23]=[CH:22][C:18]=2[C:19](=[O:21])[O:20][C:2]1=[O:3])[C:10]1[CH:11]=[CH:12][CH:13]=[CH:14][CH:15]=1. The catalyst class is: 12. (5) Product: [CH2:27]([O:22][C:19]1[CH:20]=[CH:21][C:16]([CH2:15][C:14]([NH:13][C:9]2[CH:10]=[CH:11][CH:12]=[C:7]([CH:1]3[CH2:6][CH2:5][CH2:4][CH2:3][CH2:2]3)[CH:8]=2)=[O:26])=[CH:17][C:18]=1[N+:23]([O-:25])=[O:24])[C:28]1[CH:33]=[CH:32][CH:31]=[CH:30][CH:29]=1. Reactant: [CH:1]1([C:7]2[CH:8]=[C:9]([NH:13][C:14](=[O:26])[CH2:15][C:16]3[CH:21]=[CH:20][C:19]([OH:22])=[C:18]([N+:23]([O-:25])=[O:24])[CH:17]=3)[CH:10]=[CH:11][CH:12]=2)[CH2:6][CH2:5][CH2:4][CH2:3][CH2:2]1.[CH2:27](Br)[C:28]1[CH:33]=[CH:32][CH:31]=[CH:30][CH:29]=1.C(=O)([O-])[O-].[K+].[K+].CC(C)=O. The catalyst class is: 6. (6) Reactant: N[C:2]1[CH:10]=[CH:9][CH:8]=[C:7]2[C:3]=1[CH:4]=[N:5][NH:6]2.Cl.N([O-])=O.[Na+].[I-:16].[K+]. Product: [I:16][C:2]1[CH:10]=[CH:9][CH:8]=[C:7]2[C:3]=1[CH:4]=[N:5][NH:6]2. The catalyst class is: 69.